From a dataset of Forward reaction prediction with 1.9M reactions from USPTO patents (1976-2016). Predict the product of the given reaction. (1) Given the reactants Br[C:2]1[CH:7]=[CH:6][C:5]([C:8]([N:10]2[CH2:15][CH2:14][N:13]([C:16]3[C:21]([CH3:22])=[CH:20][C:19]([CH3:23])=[CH:18][N:17]=3)[CH2:12][CH2:11]2)=[O:9])=[C:4]([CH3:24])[CH:3]=1.[C:25]([N:28]1[CH2:32][CH2:31][NH:30][C:29]1=[O:33])(=[O:27])[CH3:26], predict the reaction product. The product is: [C:25]([N:28]1[CH2:32][CH2:31][N:30]([C:2]2[CH:7]=[CH:6][C:5]([C:8]([N:10]3[CH2:15][CH2:14][N:13]([C:16]4[C:21]([CH3:22])=[CH:20][C:19]([CH3:23])=[CH:18][N:17]=4)[CH2:12][CH2:11]3)=[O:9])=[C:4]([CH3:24])[CH:3]=2)[C:29]1=[O:33])(=[O:27])[CH3:26]. (2) Given the reactants C(N(CC)CC)C.[C:8]1([CH:14]([C:20]2[CH:25]=[CH:24][CH:23]=[CH:22][CH:21]=2)[N:15]2[CH2:18][CH:17]([OH:19])[CH2:16]2)[CH:13]=[CH:12][CH:11]=[CH:10][CH:9]=1.[CH3:26][S:27](Cl)(=[O:29])=[O:28], predict the reaction product. The product is: [C:20]1([CH:14]([C:8]2[CH:9]=[CH:10][CH:11]=[CH:12][CH:13]=2)[N:15]2[CH2:18][CH:17]([O:19][S:27]([CH3:26])(=[O:29])=[O:28])[CH2:16]2)[CH:21]=[CH:22][CH:23]=[CH:24][CH:25]=1.